From a dataset of Reaction yield outcomes from USPTO patents with 853,638 reactions. Predict the reaction yield, written as a fraction of the theoretical maximum amount of product (1.0 means a 100% yield; for example, 0.34 means a 34% yield). (1) The reactants are [CH3:1][C:2]1[O:6][C:5]([C:7]2[CH:8]=[N:9][NH:10][C:11]=2[NH2:12])=[N:4][CH:3]=1.[CH3:13][C:14]1[C:18]2[CH:19]=[C:20]([C:23](=O)[CH2:24][C:25](OCC)=[O:26])[CH:21]=[CH:22][C:17]=2[O:16][N:15]=1.CC1C=CC(S(O)(=O)=O)=CC=1. The catalyst is CCCCO. The product is [CH3:13][C:14]1[C:18]2[CH:19]=[C:20]([C:23]3[NH:12][C:11]4[N:10]([N:9]=[CH:8][C:7]=4[C:5]4[O:6][C:2]([CH3:1])=[CH:3][N:4]=4)[C:25](=[O:26])[CH:24]=3)[CH:21]=[CH:22][C:17]=2[O:16][N:15]=1. The yield is 0.730. (2) The reactants are [Br:1][C:2]1[CH:17]=[CH:16][C:5]([O:6][C:7]2[CH:14]=[CH:13][C:10]([C:11]#[N:12])=[C:9](Cl)[N:8]=2)=[CH:4][C:3]=1[CH:18]1[O:22][CH2:21][CH2:20][O:19]1.BrC1C=CC(OC2N=C(Cl)C=CC=2C#N)=CC=1C1OCCO1.C([O:52][CH2:53][CH2:54][NH:55][C:56]1N=C(OC2C=CC(Br)=C(C=O)C=2)C=CC=1C#N)C1C=CC=CC=1. The catalyst is C(#N)C. The product is [Br:1][C:2]1[CH:17]=[CH:16][C:5]([O:6][C:7]2[CH:14]=[CH:13][C:10]([C:11]#[N:12])=[C:9]([N:55]([CH2:54][CH2:53][OH:52])[CH3:56])[N:8]=2)=[CH:4][C:3]=1[CH:18]1[O:22][CH2:21][CH2:20][O:19]1. The yield is 0.360. (3) The product is [CH3:1][O:2][C:3](=[O:16])[CH2:4][CH2:5][C:6]1[C:14]2[C:9](=[CH:10][CH:11]=[C:12]([F:15])[CH:13]=2)[N:8]([S:24]([C:20]2[CH:21]=[CH:22][CH:23]=[C:18]([Br:17])[C:19]=2[CH3:28])(=[O:25])=[O:26])[CH:7]=1. The yield is 0.597. The reactants are [CH3:1][O:2][C:3](=[O:16])[CH2:4][CH2:5][C:6]1[C:14]2[C:9](=[CH:10][CH:11]=[C:12]([F:15])[CH:13]=2)[NH:8][CH:7]=1.[Br:17][C:18]1[C:19]([CH3:28])=[C:20]([S:24](Cl)(=[O:26])=[O:25])[CH:21]=[CH:22][CH:23]=1.[OH-].[K+]. The catalyst is S([O-])(O)(=O)=O.C([N+](CCCC)(CCCC)CCCC)CCC.C(Cl)Cl. (4) The reactants are [Br:1][C:2]1[C:3]([OH:17])=[C:4]([C:13]([O:15][CH3:16])=[O:14])[S:5][C:6]=1[C:7]1[N:11]([CH3:12])[N:10]=[CH:9][CH:8]=1.CO.[CH:20]1C=CC(P(C2C=CC=CC=2)C2C=CC=CC=2)=CC=1.CCOC(/N=N/C(OCC)=O)=O. The yield is 0.740. The catalyst is C1COCC1. The product is [Br:1][C:2]1[C:3]([O:17][CH3:20])=[C:4]([C:13]([O:15][CH3:16])=[O:14])[S:5][C:6]=1[C:7]1[N:11]([CH3:12])[N:10]=[CH:9][CH:8]=1.